Dataset: Reaction yield outcomes from USPTO patents with 853,638 reactions. Task: Predict the reaction yield, written as a fraction of the theoretical maximum amount of product (1.0 means a 100% yield; for example, 0.34 means a 34% yield). (1) The reactants are [CH3:1][O:2][C:3]([CH:5]1[CH2:13][C:12]2[C:7](=[CH:8][C:9]([O:14][CH3:15])=[CH:10][CH:11]=2)[C:6]1=O)=[O:4].C(O)(=O)C.Cl(O)(=O)(=O)=O. The catalyst is [Pd].C(OCC)(=O)C. The product is [CH3:1][O:2][C:3]([CH:5]1[CH2:6][C:7]2[C:12](=[CH:11][CH:10]=[C:9]([O:14][CH3:15])[CH:8]=2)[CH2:13]1)=[O:4]. The yield is 0.650. (2) The reactants are [F:1][C:2]1[CH:7]=[CH:6][C:5]([O:8][C:9]2[CH:14]=[CH:13][C:12]([N+:15]([O-])=O)=[CH:11][CH:10]=2)=[CH:4][CH:3]=1.[H][H]. The catalyst is [Pd].CO. The product is [F:1][C:2]1[CH:7]=[CH:6][C:5]([O:8][C:9]2[CH:14]=[CH:13][C:12]([NH2:15])=[CH:11][CH:10]=2)=[CH:4][CH:3]=1. The yield is 0.970. (3) The reactants are ClC(Cl)(Cl)C(=N)O[C@H:5]1[O:22][C@H:21]([CH2:23][O:24][C:25](=[O:27])[CH3:26])[C@@H:16]([O:17][C:18](=[O:20])[CH3:19])[C@H:11]([O:12][C:13](=[O:15])[CH3:14])[C@@H:6]1[O:7][C:8](=[O:10])[CH3:9].[F:31][C:32]1[CH:37]=[C:36]([I:38])[CH:35]=[CH:34][C:33]=1[OH:39].[Si](OS(C(F)(F)F)(=O)=O)(C)(C)C. The catalyst is C1(C)C=CC=CC=1. The product is [C:8]([O:7][C@H:6]1[C@@H:11]([O:12][C:13](=[O:15])[CH3:14])[C@H:16]([O:17][C:18](=[O:20])[CH3:19])[C@@H:21]([CH2:23][O:24][C:25](=[O:27])[CH3:26])[O:22][C@@H:5]1[O:39][C:33]1[CH:34]=[CH:35][C:36]([I:38])=[CH:37][C:32]=1[F:31])(=[O:10])[CH3:9]. The yield is 0.940. (4) The reactants are [C:1]([N:8]1[CH2:13][CH2:12][S:11](=[O:15])(=[O:14])[CH2:10][CH2:9]1)(OC(C)(C)C)=O.Br[CH2:17][CH2:18][CH2:19][O:20][C:21]1[C:26]([O:27][CH2:28][CH2:29][CH:30]([C:32]2[CH:37]=[CH:36][C:35]([F:38])=[CH:34][CH:33]=2)[CH3:31])=[C:25]([O:39][CH3:40])[C:24]([Cl:41])=[C:23]([CH3:42])[C:22]=1[C:43](=[O:45])[CH3:44].C([O-])([O-])=O.[K+].[K+]. The catalyst is C(Cl)Cl.C(O)(C(F)(F)F)=O. The product is [Cl:41][C:24]1[C:23]([CH3:42])=[C:22]([C:43](=[O:45])[CH3:44])[C:21]([O:20][CH2:19][CH2:18][CH2:1][N:8]2[CH2:9][CH2:10][S:11](=[O:14])(=[O:15])[CH2:12][CH2:13]2)=[C:26]([O:27][CH2:28][CH2:29][CH:30]([C:32]2[CH:33]=[CH:34][C:35]([F:38])=[CH:36][CH:37]=2)[CH3:31])[C:25]=1[O:39][CH3:40].[Cl:41][C:24]1[C:23]([CH3:42])=[C:22]([C:43](=[O:45])[CH3:44])[C:21]([O:20][CH2:19][CH2:18][CH2:17][N:8]2[CH2:13][CH2:12][S:11](=[O:14])[CH2:10][CH2:9]2)=[C:26]([O:27][CH2:28][CH2:29][CH:30]([C:32]2[CH:37]=[CH:36][C:35]([F:38])=[CH:34][CH:33]=2)[CH3:31])[C:25]=1[O:39][CH3:40]. The yield is 0.140. (5) The reactants are [CH:1]1([CH:7]([NH:24][C:25]2[CH:30]=[CH:29][C:28]([C:31]([NH:33][CH2:34][CH2:35][C:36]([O:38]CC)=[O:37])=[O:32])=[CH:27][CH:26]=2)[C:8]2[O:9][C:10]3[CH:22]=[CH:21][C:20]([F:23])=[CH:19][C:11]=3[C:12]=2[CH2:13][O:14][CH2:15][CH2:16][O:17][CH3:18])[CH2:6][CH2:5][CH2:4][CH2:3][CH2:2]1.O1CCCC1.[OH-].[Na+]. The catalyst is C(O)C. The product is [CH:1]1([CH:7]([NH:24][C:25]2[CH:26]=[CH:27][C:28]([C:31]([NH:33][CH2:34][CH2:35][C:36]([OH:38])=[O:37])=[O:32])=[CH:29][CH:30]=2)[C:8]2[O:9][C:10]3[CH:22]=[CH:21][C:20]([F:23])=[CH:19][C:11]=3[C:12]=2[CH2:13][O:14][CH2:15][CH2:16][O:17][CH3:18])[CH2:2][CH2:3][CH2:4][CH2:5][CH2:6]1. The yield is 0.340. (6) The reactants are [O:1]1[CH2:6][CH2:5][CH:4]([O:7][CH2:8][CH2:9][O:10][CH:11]2[CH2:16][CH2:15][N:14](C(OCC3C=CC=CC=3)=O)[CH2:13][CH2:12]2)[CH2:3][CH2:2]1. The catalyst is CO.[OH-].[Pd+2].[OH-]. The product is [O:1]1[CH2:2][CH2:3][CH:4]([O:7][CH2:8][CH2:9][O:10][CH:11]2[CH2:16][CH2:15][NH:14][CH2:13][CH2:12]2)[CH2:5][CH2:6]1. The yield is 1.00. (7) The product is [OH:1][C@@H:2]([CH3:28])[CH2:3][CH2:4][CH2:5][CH2:6][N:7]1[C:16](=[O:17])[C:15]2[N:14]([CH2:18][C:19]3[CH:24]=[CH:23][CH:22]=[CH:21][CH:20]=3)[C:13]([CH2:25][N:29]=[N+:30]=[N-:31])=[N:12][C:11]=2[N:10]([CH3:27])[C:8]1=[O:9]. The catalyst is CS(C)=O. The reactants are [OH:1][C@@H:2]([CH3:28])[CH2:3][CH2:4][CH2:5][CH2:6][N:7]1[C:16](=[O:17])[C:15]2[N:14]([CH2:18][C:19]3[CH:24]=[CH:23][CH:22]=[CH:21][CH:20]=3)[C:13]([CH2:25]Cl)=[N:12][C:11]=2[N:10]([CH3:27])[C:8]1=[O:9].[N-:29]=[N+:30]=[N-:31].[Na+]. The yield is 0.830. (8) The reactants are [Br:1][C:2]1[CH:3]=[C:4]2[C:8](=[CH:9][CH:10]=1)[NH:7][CH:6]=[CH:5]2.[H-].[Na+].S(O[CH2:24][CH:25]1[CH2:31][CH2:30][CH2:29][N:28]([C:32]([O:34][CH2:35][C:36]2[CH:41]=[CH:40][CH:39]=[CH:38][CH:37]=2)=[O:33])[CH2:27][CH2:26]1)(C1C=CC(C)=CC=1)(=O)=O.C(OCC)(=O)C.CCCCCC. The catalyst is CN(C=O)C. The product is [Br:1][C:2]1[CH:3]=[C:4]2[C:8](=[CH:9][CH:10]=1)[N:7]([CH2:24][CH:25]1[CH2:31][CH2:30][CH2:29][N:28]([C:32]([O:34][CH2:35][C:36]3[CH:41]=[CH:40][CH:39]=[CH:38][CH:37]=3)=[O:33])[CH2:27][CH2:26]1)[CH:6]=[CH:5]2. The yield is 0.760.